Dataset: Peptide-MHC class II binding affinity with 134,281 pairs from IEDB. Task: Regression. Given a peptide amino acid sequence and an MHC pseudo amino acid sequence, predict their binding affinity value. This is MHC class II binding data. (1) The peptide sequence is TIGTSVEESEMFMPR. The MHC is DRB4_0103 with pseudo-sequence DRB4_0103. The binding affinity (normalized) is 0. (2) The peptide sequence is KLIEDINVGFKAAVA. The MHC is HLA-DPA10103-DPB10401 with pseudo-sequence HLA-DPA10103-DPB10401. The binding affinity (normalized) is 0.204. (3) The peptide sequence is APPAYEKLSAEQSPPP. The MHC is DRB1_0101 with pseudo-sequence DRB1_0101. The binding affinity (normalized) is 0.599.